Regression. Given two drug SMILES strings and cell line genomic features, predict the synergy score measuring deviation from expected non-interaction effect. From a dataset of NCI-60 drug combinations with 297,098 pairs across 59 cell lines. (1) Drug 1: C1C(C(OC1N2C=NC3=C(N=C(N=C32)Cl)N)CO)O. Drug 2: C(CCl)NC(=O)N(CCCl)N=O. Cell line: CCRF-CEM. Synergy scores: CSS=69.7, Synergy_ZIP=-0.492, Synergy_Bliss=-0.504, Synergy_Loewe=-27.4, Synergy_HSA=0.658. (2) Drug 1: C1=NC2=C(N1)C(=S)N=CN2. Drug 2: CN(CCCl)CCCl.Cl. Cell line: U251. Synergy scores: CSS=41.2, Synergy_ZIP=-5.13, Synergy_Bliss=-2.27, Synergy_Loewe=-1.66, Synergy_HSA=1.72. (3) Drug 1: CNC(=O)C1=CC=CC=C1SC2=CC3=C(C=C2)C(=NN3)C=CC4=CC=CC=N4. Drug 2: CN1C(=O)N2C=NC(=C2N=N1)C(=O)N. Cell line: CCRF-CEM. Synergy scores: CSS=-4.36, Synergy_ZIP=-0.0383, Synergy_Bliss=-4.64, Synergy_Loewe=-21.4, Synergy_HSA=-10.8. (4) Drug 1: CC1CCC2CC(C(=CC=CC=CC(CC(C(=O)C(C(C(=CC(C(=O)CC(OC(=O)C3CCCCN3C(=O)C(=O)C1(O2)O)C(C)CC4CCC(C(C4)OC)O)C)C)O)OC)C)C)C)OC. Drug 2: C1=NC(=NC(=O)N1C2C(C(C(O2)CO)O)O)N. Cell line: MDA-MB-435. Synergy scores: CSS=35.6, Synergy_ZIP=-0.928, Synergy_Bliss=3.71, Synergy_Loewe=-2.33, Synergy_HSA=1.86. (5) Drug 1: CC1CCC2CC(C(=CC=CC=CC(CC(C(=O)C(C(C(=CC(C(=O)CC(OC(=O)C3CCCCN3C(=O)C(=O)C1(O2)O)C(C)CC4CCC(C(C4)OC)OCCO)C)C)O)OC)C)C)C)OC. Drug 2: CS(=O)(=O)OCCCCOS(=O)(=O)C. Cell line: A549. Synergy scores: CSS=33.5, Synergy_ZIP=-10.3, Synergy_Bliss=-3.76, Synergy_Loewe=-34.5, Synergy_HSA=-0.161.